Dataset: Forward reaction prediction with 1.9M reactions from USPTO patents (1976-2016). Task: Predict the product of the given reaction. The product is: [Br:1][C:2]1[C:3](=[O:10])[N:4]([CH3:9])[C:5]([NH:15][CH2:14][CH:11]2[CH2:13][CH2:12]2)=[N:6][CH:7]=1. Given the reactants [Br:1][C:2]1[C:3](=[O:10])[N:4]([CH3:9])[C:5](Cl)=[N:6][CH:7]=1.[CH:11]1([CH2:14][NH2:15])[CH2:13][CH2:12]1.C([O-])(O)=O.[Na+], predict the reaction product.